Dataset: Catalyst prediction with 721,799 reactions and 888 catalyst types from USPTO. Task: Predict which catalyst facilitates the given reaction. Reactant: [CH:1]1[C:9]2[C:8]3[CH2:10][CH2:11][C:12](=[O:13])[C:7]=3[CH:6]=[CH:5][C:4]=2[NH:3][N:2]=1.[CH2:14](Br)[C:15]1[CH:20]=[CH:19][CH:18]=[CH:17][CH:16]=1. Product: [CH2:14]([N:2]1[CH:1]=[C:9]2[C:4]([CH:5]=[CH:6][C:7]3[C:12](=[O:13])[CH2:11][CH2:10][C:8]=32)=[N:3]1)[C:15]1[CH:20]=[CH:19][CH:18]=[CH:17][CH:16]=1. The catalyst class is: 9.